From a dataset of Forward reaction prediction with 1.9M reactions from USPTO patents (1976-2016). Predict the product of the given reaction. (1) Given the reactants Cl[C:2]1[CH:7]=[C:6]([C:8]2[CH:13]=[CH:12][C:11]([S:14][C:15]3[CH:20]=[CH:19][CH:18]=[CH:17][C:16]=3[CH:21]([CH3:23])[CH3:22])=[C:10]([C:24]([F:27])([F:26])[F:25])[CH:9]=2)[N:5]=[CH:4][N:3]=1.[NH:28]1[CH2:33][CH2:32][O:31][CH2:30][CH2:29]1.C(=O)([O-])[O-].[K+].[K+], predict the reaction product. The product is: [CH:21]([C:16]1[CH:17]=[CH:18][CH:19]=[CH:20][C:15]=1[S:14][C:11]1[CH:12]=[CH:13][C:8]([C:6]2[N:5]=[CH:4][N:3]=[C:2]([N:28]3[CH2:33][CH2:32][O:31][CH2:30][CH2:29]3)[CH:7]=2)=[CH:9][C:10]=1[C:24]([F:27])([F:26])[F:25])([CH3:23])[CH3:22]. (2) Given the reactants [O:1]=[C:2]1[C:11]2[C:6](=[CH:7][CH:8]=[CH:9][CH:10]=2)[C:5]2[CH2:12][C:13]3[CH:14]=[C:15]([N+:19]([O-])=O)[CH:16]=[CH:17][C:18]=3[C:4]=2[NH:3]1.C([O-])=O.[NH4+], predict the reaction product. The product is: [O:1]=[C:2]1[C:11]2[C:6](=[CH:7][CH:8]=[CH:9][CH:10]=2)[C:5]2[CH2:12][C:13]3[CH:14]=[C:15]([NH2:19])[CH:16]=[CH:17][C:18]=3[C:4]=2[NH:3]1.